The task is: Regression. Given a peptide amino acid sequence and an MHC pseudo amino acid sequence, predict their binding affinity value. This is MHC class I binding data.. This data is from Peptide-MHC class I binding affinity with 185,985 pairs from IEDB/IMGT. (1) The peptide sequence is YCLDFLFDV. The MHC is HLA-A68:02 with pseudo-sequence HLA-A68:02. The binding affinity (normalized) is 0.706. (2) The peptide sequence is HLTPAQLSM. The MHC is HLA-B58:01 with pseudo-sequence HLA-B58:01. The binding affinity (normalized) is 0.213. (3) The peptide sequence is SEGATPQDL. The MHC is HLA-A02:06 with pseudo-sequence HLA-A02:06. The binding affinity (normalized) is 0. (4) The peptide sequence is FTNRSGSQ. The MHC is HLA-A11:01 with pseudo-sequence HLA-A11:01. The binding affinity (normalized) is 0. (5) The peptide sequence is RRRWQQLLAL. The binding affinity (normalized) is 0.830. The MHC is Mamu-B08 with pseudo-sequence Mamu-B08. (6) The peptide sequence is TTTNPLIRH. The MHC is HLA-A68:01 with pseudo-sequence HLA-A68:01. The binding affinity (normalized) is 0.0535. (7) The peptide sequence is ISVNNVCHMY. The MHC is HLA-B54:01 with pseudo-sequence HLA-B54:01. The binding affinity (normalized) is 0.369. (8) The peptide sequence is IQLGLQKCV. The MHC is Mamu-B8301 with pseudo-sequence Mamu-B8301. The binding affinity (normalized) is 0.